From a dataset of Full USPTO retrosynthesis dataset with 1.9M reactions from patents (1976-2016). Predict the reactants needed to synthesize the given product. (1) The reactants are: [CH2:1]([O:3][C:4](=[O:16])[CH2:5][O:6][C:7]1[CH:8]=[N:9][CH:10]=[C:11]([Cl:15])[C:12]=1[CH:13]=O)[CH3:2].C1CCN2C(=NCCC2)CC1.CCOC(C)=O. Given the product [CH2:1]([O:3][C:4]([C:5]1[O:6][C:7]2=[CH:8][N:9]=[CH:10][C:11]([Cl:15])=[C:12]2[CH:13]=1)=[O:16])[CH3:2], predict the reactants needed to synthesize it. (2) The reactants are: Cl[C:2]1[CH:7]=[CH:6][N:5]=[C:4]2[NH:8][CH:9]=[CH:10][C:3]=12.[Cl:11][C:12]1[CH:18]=[C:17]([N+:19]([O-:21])=[O:20])[CH:16]=[CH:15][C:13]=1[NH2:14].C1(P(C2CCCCC2)C2C=CC=CC=2C2C(C(C)C)=CC(C(C)C)=CC=2C(C)C)CCCCC1.C(=O)([O-])[O-].[K+].[K+]. Given the product [Cl:11][C:12]1[CH:18]=[C:17]([N+:19]([O-:21])=[O:20])[CH:16]=[CH:15][C:13]=1[NH:14][C:2]1[C:3]2[CH:10]=[CH:9][NH:8][C:4]=2[N:5]=[CH:6][CH:7]=1, predict the reactants needed to synthesize it. (3) Given the product [Cl:1][C:2]1[CH:3]=[CH:4][C:5]([S:8]([N:11]([CH3:17])[C:12](=[CH2:16])[C:13]([NH:42][CH2:41][C:39]2[CH:38]=[C:37]([C:43]3[CH:48]=[CH:47][C:46]([O:49][C:50]([F:53])([F:51])[F:52])=[CH:45][CH:44]=3)[N:36]=[C:35]([N:32]3[CH2:31][CH2:30][O:29][CH2:34][CH2:33]3)[CH:40]=2)=[O:15])(=[O:9])=[O:10])=[CH:6][CH:7]=1, predict the reactants needed to synthesize it. The reactants are: [Cl:1][C:2]1[CH:7]=[CH:6][C:5]([S:8]([N:11]([CH3:17])[C:12](=[CH2:16])[C:13]([OH:15])=O)(=[O:10])=[O:9])=[CH:4][CH:3]=1.CCOC(OC(OCC)=O)=O.[O:29]1[CH2:34][CH2:33][N:32]([C:35]2[CH:40]=[C:39]([CH2:41][NH2:42])[CH:38]=[C:37]([C:43]3[CH:48]=[CH:47][C:46]([O:49][C:50]([F:53])([F:52])[F:51])=[CH:45][CH:44]=3)[N:36]=2)[CH2:31][CH2:30]1. (4) Given the product [NH2:6][CH2:7][CH2:8][O:9][CH2:10][CH2:11][O:12][CH2:13][CH2:14][O:15][CH2:16][CH2:17][NH:18][C:19](=[O:27])[CH2:20][CH2:21][CH2:22][CH2:23][C:24]([OH:26])=[O:25], predict the reactants needed to synthesize it. The reactants are: CC(C)(OC(=O)[NH:6][CH2:7][CH2:8][O:9][CH2:10][CH2:11][O:12][CH2:13][CH2:14][O:15][CH2:16][CH2:17][NH:18][C:19](=[O:27])[CH2:20][CH2:21][CH2:22][CH2:23][C:24]([OH:26])=[O:25])C.Cl.COC(N1C(=O)C=CC1=O)=O.